This data is from Reaction yield outcomes from USPTO patents with 853,638 reactions. The task is: Predict the reaction yield, written as a fraction of the theoretical maximum amount of product (1.0 means a 100% yield; for example, 0.34 means a 34% yield). (1) The reactants are [NH2:1][C:2]1[N:7]=[C:6]([NH2:8])[C:5](I)=[CH:4][N:3]=1.[C:10]([C:12]1[CH:13]=[C:14]([O:22][CH3:23])[C:15]([O:20][CH3:21])=[C:16]([O:18][CH3:19])[CH:17]=1)#[CH:11]. No catalyst specified. The product is [NH2:1][C:2]1[N:7]=[C:6]([NH2:8])[C:5]([C:11]#[C:10][C:12]2[CH:13]=[C:14]([O:22][CH3:23])[C:15]([O:20][CH3:21])=[C:16]([O:18][CH3:19])[CH:17]=2)=[CH:4][N:3]=1. The yield is 0.900. (2) The reactants are [F:1][C:2]1[C:3]([CH2:11]O)=[CH:4][C:5]2[O:9][CH2:8][O:7][C:6]=2[CH:10]=1.C([O-])(O)=O.[Na+].O=S(Cl)[Cl:20]. No catalyst specified. The product is [Cl:20][CH2:11][C:3]1[C:2]([F:1])=[CH:10][C:6]2[O:7][CH2:8][O:9][C:5]=2[CH:4]=1. The yield is 0.900. (3) The reactants are O[CH2:2][C:3]1[CH:16]=[N:15][C:6]2[C:7]3[N:8]([CH:12]=[CH:13][CH:14]=3)[C:9](=[O:11])[NH:10][C:5]=2[CH:4]=1.[CH3:17][NH:18][C:19](=[O:32])[C:20]1[CH:25]=[CH:24][C:23]([N:26]2[CH2:31][CH2:30][NH:29][CH2:28][CH2:27]2)=[CH:22][CH:21]=1.[I-].C(C[P+](C)(C)C)#N.C(N(C(C)C)C(C)C)C. The catalyst is C(#N)CC. The product is [CH3:17][NH:18][C:19](=[O:32])[C:20]1[CH:21]=[CH:22][C:23]([N:26]2[CH2:31][CH2:30][N:29]([CH2:2][C:3]3[CH:16]=[N:15][C:6]4[C:7]5[N:8]([CH:12]=[CH:13][CH:14]=5)[C:9](=[O:11])[NH:10][C:5]=4[CH:4]=3)[CH2:28][CH2:27]2)=[CH:24][CH:25]=1. The yield is 0.870. (4) The reactants are [NH2:1][CH2:2][C:3]1[O:4][CH:5]=[C:6]([O:10][CH2:11][C:12]2[CH:17]=[CH:16][CH:15]=[CH:14][CH:13]=2)[C:7](=[O:9])[CH:8]=1.[CH3:18][C:19]1[CH:20]=[C:21]([S:25](Cl)(=[O:27])=[O:26])[CH:22]=[CH:23][CH:24]=1.C(OC1C(=O)C=C(CNS(C2C=CC=CC=2)(=O)=O)OC=1)C1C=CC=CC=1. No catalyst specified. The product is [CH2:11]([O:10][C:6]1[C:7](=[O:9])[CH:8]=[C:3]([CH2:2][NH:1][S:25]([C:21]2[CH:22]=[CH:23][CH:24]=[C:19]([CH3:18])[CH:20]=2)(=[O:27])=[O:26])[O:4][CH:5]=1)[C:12]1[CH:17]=[CH:16][CH:15]=[CH:14][CH:13]=1. The yield is 0.576. (5) The reactants are [Si:1]([O:8][C@H:9]([CH3:34])[C@@H:10]([NH:23][C:24]1[CH:29]=[CH:28][C:27]([C:30]#[N:31])=[C:26]([Cl:32])[C:25]=1[CH3:33])[C:11]([NH:13][NH:14][C:15](=O)[C:16]1[CH:21]=[CH:20][CH:19]=[CH:18][CH:17]=1)=O)([C:4]([CH3:7])([CH3:6])[CH3:5])([CH3:3])[CH3:2].COC1C=CC(P2(SP(C3C=CC(OC)=CC=3)(=S)S2)=[S:44])=CC=1. The catalyst is C1COCC1. The product is [Si:1]([O:8][C@H:9]([CH3:34])[C@@H:10]([NH:23][C:24]1[CH:29]=[CH:28][C:27]([C:30]#[N:31])=[C:26]([Cl:32])[C:25]=1[CH3:33])[C:11]1[S:44][C:15]([C:16]2[CH:21]=[CH:20][CH:19]=[CH:18][CH:17]=2)=[N:14][N:13]=1)([C:4]([CH3:7])([CH3:6])[CH3:5])([CH3:3])[CH3:2]. The yield is 0.760. (6) The reactants are [C:1]1(=[O:8])[O:7][C:5](=O)[CH:4]=[C:2]1[CH3:3].[NH2:9][C:10]1[CH:11]=[C:12]([NH:19][C:20](=[O:26])[O:21][C:22]([CH3:25])([CH3:24])[CH3:23])[CH:13]=[C:14]([N+:16]([O-:18])=[O:17])[CH:15]=1.C(N)(=O)/C=C\C(N)=O.C[Si](N[Si](C)(C)C)(C)C. The catalyst is C(Cl)(Cl)Cl.C1(C)C=CC=CC=1.CN(C=O)C.C1(C)C=CC=CC=1.[Cl-].[Cl-].[Zn+2]. The product is [CH3:3][C:2]1[C:1](=[O:8])[N:9]([C:10]2[CH:11]=[C:12]([NH:19][C:20](=[O:26])[O:21][C:22]([CH3:24])([CH3:23])[CH3:25])[CH:13]=[C:14]([N+:16]([O-:18])=[O:17])[CH:15]=2)[C:5](=[O:7])[CH:4]=1. The yield is 0.820. (7) The reactants are [CH2:1]([N:8]([CH2:30][CH:31]1[CH2:35][CH2:34][CH2:33][CH2:32]1)[C@@H:9]1[CH2:14][CH2:13][C@@H:12]([CH2:15][C:16]([O:18]C)=[O:17])[CH2:11][C@H:10]1[C:20]1[CH:25]=[CH:24][C:23]([C:26]([F:29])([F:28])[F:27])=[CH:22][CH:21]=1)[C:2]1[CH:7]=[CH:6][CH:5]=[CH:4][CH:3]=1.[OH-].[Na+].Cl. The catalyst is C1COCC1.CO.C(OCC)C. The product is [CH2:1]([N:8]([CH2:30][CH:31]1[CH2:35][CH2:34][CH2:33][CH2:32]1)[C@@H:9]1[CH2:14][CH2:13][C@@H:12]([CH2:15][C:16]([OH:18])=[O:17])[CH2:11][C@H:10]1[C:20]1[CH:25]=[CH:24][C:23]([C:26]([F:27])([F:28])[F:29])=[CH:22][CH:21]=1)[C:2]1[CH:3]=[CH:4][CH:5]=[CH:6][CH:7]=1. The yield is 0.730. (8) The reactants are [CH3:1][O:2][C:3]1[CH:4]=[C:5]([C:13](=[O:15])[CH3:14])[CH:6]=[C:7]([O:11][CH3:12])[C:8]=1[O:9][CH3:10].[O:16]1[C:20]2[CH:21]=[CH:22][C:23]([C:25]3[CH:29]=[C:28]([CH:30]=O)[NH:27][N:26]=3)=[CH:24][C:19]=2[O:18][CH2:17]1.[OH-].[Na+]. The yield is 0.550. The catalyst is CO.C(OCC)(=O)C.CCCCCC. The product is [O:16]1[C:20]2[CH:21]=[CH:22][C:23]([C:25]3[CH:29]=[C:28](/[CH:30]=[CH:14]/[C:13]([C:5]4[CH:6]=[C:7]([O:11][CH3:12])[C:8]([O:9][CH3:10])=[C:3]([O:2][CH3:1])[CH:4]=4)=[O:15])[NH:27][N:26]=3)=[CH:24][C:19]=2[O:18][CH2:17]1. (9) The reactants are [Br:1][C:2]1[N:7]=[C:6]([C:8]([OH:10])=[O:9])[CH:5]=[CH:4][CH:3]=1.N1C=CC=CC=1.S(Cl)(C1C=[CH:25][C:23]([CH3:24])=[CH:22]C=1)(=O)=O. The catalyst is C(O)(C)(C)C. The product is [C:23]([O:9][C:8]([C:6]1[CH:5]=[CH:4][CH:3]=[C:2]([Br:1])[N:7]=1)=[O:10])([CH3:25])([CH3:24])[CH3:22]. The yield is 0.930.